From a dataset of Reaction yield outcomes from USPTO patents with 853,638 reactions. Predict the reaction yield, written as a fraction of the theoretical maximum amount of product (1.0 means a 100% yield; for example, 0.34 means a 34% yield). (1) The product is [F:22][C:19]1[CH:18]=[CH:17][C:16]([C:10]2[C:9]3[C:13](=[CH:14][CH:15]=[C:7]([C:5]4[N:6]=[C:25]([CH2:26][N:27]5[CH2:31][CH2:30][CH2:29][C:28]5=[O:32])[NH:24][N:23]=4)[CH:8]=3)[NH:12][N:11]=2)=[CH:21][CH:20]=1. The yield is 0.340. The reactants are Cl.C(O[C:5]([C:7]1[CH:8]=[C:9]2[C:13](=[CH:14][CH:15]=1)[NH:12][N:11]=[C:10]2[C:16]1[CH:21]=[CH:20][C:19]([F:22])=[CH:18][CH:17]=1)=[NH:6])C.[NH2:23][NH:24][C:25](=O)[CH2:26][N:27]1[CH2:31][CH2:30][CH2:29][C:28]1=[O:32].C[O-].[Na+]. The catalyst is CO. (2) The reactants are CC(C)([O-])C.[K+].[Cl:7][C:8]1[C:9](F)=[N:10][CH:11]=[C:12]([O:14][CH2:15][CH2:16][CH2:17][O:18][CH:19]2[CH2:24][CH2:23][CH2:22][CH2:21][O:20]2)[CH:13]=1.CN(C)C(=O)C.[CH3:32][C:33]1[N:34]=[CH:35][C:36]([NH:39][C:40]2[C:49]3[C:44](=[CH:45][CH:46]=[C:47]([OH:50])[CH:48]=3)[N:43]=[CH:42][N:41]=2)=[N:37][CH:38]=1. The catalyst is O. The product is [Cl:7][C:8]1[C:9]([O:50][C:47]2[CH:48]=[C:49]3[C:44](=[CH:45][CH:46]=2)[N:43]=[CH:42][N:41]=[C:40]3[NH:39][C:36]2[CH:35]=[N:34][C:33]([CH3:32])=[CH:38][N:37]=2)=[N:10][CH:11]=[C:12]([O:14][CH2:15][CH2:16][CH2:17][O:18][CH:19]2[CH2:24][CH2:23][CH2:22][CH2:21][O:20]2)[CH:13]=1. The yield is 0.710. (3) The reactants are [Cl:1][C:2]1[N:7]=[C:6](Cl)[C:5]([C:9]([O:11][CH3:12])=[O:10])=[C:4]([CH3:13])[N:3]=1.[CH3:14][N:15]1[CH:19]=[C:18](B2OC(C)(C)C(C)(C)O2)[CH:17]=[N:16]1.[F-].[K+]. The catalyst is O1CCOCC1.Cl[Pd](Cl)([P](C1C=CC=CC=1)(C1C=CC=CC=1)C1C=CC=CC=1)[P](C1C=CC=CC=1)(C1C=CC=CC=1)C1C=CC=CC=1. The product is [Cl:1][C:2]1[N:3]=[C:4]([CH3:13])[C:5]([C:9]([O:11][CH3:12])=[O:10])=[C:6]([C:18]2[CH:17]=[N:16][N:15]([CH3:14])[CH:19]=2)[N:7]=1. The yield is 0.250. (4) The reactants are [NH2:1][C:2]1[C:3]([C:9]([O:11]C)=[O:10])=[N:4][C:5]([Br:8])=[CH:6][N:7]=1.[OH-].[Li+].Cl. The catalyst is CO.O. The product is [NH2:1][C:2]1[C:3]([C:9]([OH:11])=[O:10])=[N:4][C:5]([Br:8])=[CH:6][N:7]=1. The yield is 0.990. (5) The reactants are [C:1]([NH:8][C@H:9]([C:24]([OH:26])=[O:25])[CH2:10][CH2:11][CH2:12][NH:13][C:14](OCC1C=CC=CC=1)=[O:15])([O:3][C:4]([CH3:7])([CH3:6])[CH3:5])=[O:2].[H][H].[F:29][C:30]([F:37])([F:36])C(OCC)=O.CCN(CC)CC. The catalyst is CO.[Pd]. The product is [C:1]([NH:8][C@H:9]([C:24]([OH:26])=[O:25])[CH2:10][CH2:11][CH2:12][NH:13][C:14]([C:30]([F:37])([F:36])[F:29])=[O:15])([O:3][C:4]([CH3:7])([CH3:6])[CH3:5])=[O:2]. The yield is 1.00.